Task: Regression. Given two drug SMILES strings and cell line genomic features, predict the synergy score measuring deviation from expected non-interaction effect.. Dataset: NCI-60 drug combinations with 297,098 pairs across 59 cell lines (1) Drug 1: CS(=O)(=O)CCNCC1=CC=C(O1)C2=CC3=C(C=C2)N=CN=C3NC4=CC(=C(C=C4)OCC5=CC(=CC=C5)F)Cl. Drug 2: CCC1(C2=C(COC1=O)C(=O)N3CC4=CC5=C(C=CC(=C5CN(C)C)O)N=C4C3=C2)O.Cl. Cell line: SK-MEL-2. Synergy scores: CSS=16.7, Synergy_ZIP=14.5, Synergy_Bliss=18.3, Synergy_Loewe=-21.3, Synergy_HSA=4.80. (2) Drug 1: C1C(C(OC1N2C=C(C(=O)NC2=O)F)CO)O. Drug 2: COCCOC1=C(C=C2C(=C1)C(=NC=N2)NC3=CC=CC(=C3)C#C)OCCOC.Cl. Cell line: SF-539. Synergy scores: CSS=31.9, Synergy_ZIP=-6.21, Synergy_Bliss=-6.80, Synergy_Loewe=-19.0, Synergy_HSA=-4.74. (3) Synergy scores: CSS=68.7, Synergy_ZIP=6.87, Synergy_Bliss=2.79, Synergy_Loewe=-23.9, Synergy_HSA=0.760. Drug 1: CS(=O)(=O)CCNCC1=CC=C(O1)C2=CC3=C(C=C2)N=CN=C3NC4=CC(=C(C=C4)OCC5=CC(=CC=C5)F)Cl. Drug 2: C#CCC(CC1=CN=C2C(=N1)C(=NC(=N2)N)N)C3=CC=C(C=C3)C(=O)NC(CCC(=O)O)C(=O)O. Cell line: UACC-257. (4) Synergy scores: CSS=38.7, Synergy_ZIP=-3.39, Synergy_Bliss=-3.41, Synergy_Loewe=-2.64, Synergy_HSA=-1.56. Drug 1: COCCOC1=C(C=C2C(=C1)C(=NC=N2)NC3=CC=CC(=C3)C#C)OCCOC.Cl. Cell line: HT29. Drug 2: CC1C(C(CC(O1)OC2CC(CC3=C2C(=C4C(=C3O)C(=O)C5=CC=CC=C5C4=O)O)(C(=O)C)O)N)O. (5) Drug 1: CN(C)C1=NC(=NC(=N1)N(C)C)N(C)C. Drug 2: CC1C(C(CC(O1)OC2CC(CC3=C2C(=C4C(=C3O)C(=O)C5=CC=CC=C5C4=O)O)(C(=O)C)O)N)O. Cell line: KM12. Synergy scores: CSS=26.7, Synergy_ZIP=0.750, Synergy_Bliss=-0.728, Synergy_Loewe=-36.0, Synergy_HSA=-2.22. (6) Drug 1: CCN(CC)CCNC(=O)C1=C(NC(=C1C)C=C2C3=C(C=CC(=C3)F)NC2=O)C. Drug 2: C1=CN(C=N1)CC(O)(P(=O)(O)O)P(=O)(O)O. Cell line: HT29. Synergy scores: CSS=6.25, Synergy_ZIP=-2.94, Synergy_Bliss=-4.28, Synergy_Loewe=-0.939, Synergy_HSA=-4.70. (7) Drug 1: CS(=O)(=O)C1=CC(=C(C=C1)C(=O)NC2=CC(=C(C=C2)Cl)C3=CC=CC=N3)Cl. Drug 2: CS(=O)(=O)CCNCC1=CC=C(O1)C2=CC3=C(C=C2)N=CN=C3NC4=CC(=C(C=C4)OCC5=CC(=CC=C5)F)Cl. Cell line: ACHN. Synergy scores: CSS=11.1, Synergy_ZIP=-0.470, Synergy_Bliss=0.255, Synergy_Loewe=-15.3, Synergy_HSA=-1.95. (8) Drug 1: COC1=C(C=C2C(=C1)N=CN=C2NC3=CC(=C(C=C3)F)Cl)OCCCN4CCOCC4. Drug 2: C1CC(=O)NC(=O)C1N2C(=O)C3=CC=CC=C3C2=O. Cell line: HOP-92. Synergy scores: CSS=16.1, Synergy_ZIP=-6.56, Synergy_Bliss=-3.05, Synergy_Loewe=-10.8, Synergy_HSA=-3.92. (9) Drug 1: C1=C(C(=O)NC(=O)N1)F. Drug 2: C1CC(C1)(C(=O)O)C(=O)O.[NH2-].[NH2-].[Pt+2]. Cell line: TK-10. Synergy scores: CSS=30.9, Synergy_ZIP=0.548, Synergy_Bliss=-0.0992, Synergy_Loewe=3.65, Synergy_HSA=4.97. (10) Cell line: SF-268. Drug 1: C1=NC2=C(N=C(N=C2N1C3C(C(C(O3)CO)O)O)F)N. Drug 2: CC12CCC3C(C1CCC2OP(=O)(O)O)CCC4=C3C=CC(=C4)OC(=O)N(CCCl)CCCl.[Na+]. Synergy scores: CSS=3.02, Synergy_ZIP=-0.548, Synergy_Bliss=-0.848, Synergy_Loewe=-2.76, Synergy_HSA=-3.12.